Dataset: Full USPTO retrosynthesis dataset with 1.9M reactions from patents (1976-2016). Task: Predict the reactants needed to synthesize the given product. (1) The reactants are: COC1C=CC(C[O:8][C@@H:9]2[C@@H:17]([CH:18]=[CH2:19])[O:16][C@H:15]3[C@H:11]([N:12]=[C:13]([N:20]([CH3:22])[CH3:21])[S:14]3)[C@H:10]2[O:23]CC2C=CC(OC)=CC=2)=CC=1.C(O)(C(F)(F)F)=O.[NH4+].[OH-]. Given the product [CH3:22][N:20]([CH3:21])[C:13]1[S:14][C@H:15]2[O:16][C@H:17]([CH:18]=[CH2:19])[C@@H:9]([OH:8])[C@H:10]([OH:23])[C@H:11]2[N:12]=1, predict the reactants needed to synthesize it. (2) The reactants are: [CH2:1]([N:8]1[CH2:13][CH2:12][CH:11]([C:14]2[CH:23]=[CH:22][C:17]([C:18](OC)=[O:19])=[CH:16][CH:15]=2)[CH:10]([OH:24])[CH2:9]1)[C:2]1[CH:7]=[CH:6][CH:5]=[CH:4][CH:3]=1.[BH4-].[Li+].O. Given the product [CH2:1]([N:8]1[CH2:13][CH2:12][CH:11]([C:14]2[CH:15]=[CH:16][C:17]([CH2:18][OH:19])=[CH:22][CH:23]=2)[CH:10]([OH:24])[CH2:9]1)[C:2]1[CH:3]=[CH:4][CH:5]=[CH:6][CH:7]=1.[NH3:8], predict the reactants needed to synthesize it. (3) Given the product [CH3:1][O:2][C:3]([C:5]1([C:8](=[O:10])[NH:62][CH:58]([C:59]([OH:61])=[O:60])[CH2:57][S:56][CH2:55][CH:54]=[C:53]([CH3:63])[CH2:52][CH2:51][CH:50]=[C:49]([CH3:64])[CH2:48][CH2:47][CH:46]=[C:45]([CH3:65])[CH3:44])[CH2:6][CH2:7]1)=[O:4], predict the reactants needed to synthesize it. The reactants are: [CH3:1][O:2][C:3]([C:5]1([C:8]([OH:10])=O)[CH2:7][CH2:6]1)=[O:4].F[P-](F)(F)(F)(F)F.N1(OC(N(C)C)=[N+](C)C)C2N=CC=CC=2N=N1.C(N(CC)C(C)C)(C)C.[CH3:44][C:45]([CH3:65])=[CH:46][CH2:47][CH2:48]/[C:49](/[CH3:64])=[CH:50]/[CH2:51][CH2:52]/[C:53](/[CH3:63])=[CH:54]/[CH2:55][S:56][CH2:57][C@H:58]([NH2:62])[C:59]([OH:61])=[O:60]. (4) Given the product [N:1]1([CH2:7][CH2:8][O:9][C:10]2[CH:30]=[CH:29][C:13]3[N:14]4[CH:19]=[C:18]([C:20]5[CH:21]=[CH:22][C:23]([NH2:26])=[CH:24][CH:25]=5)[N:17]=[C:15]4[S:16][C:12]=3[CH:11]=2)[CH2:2][CH2:3][O:4][CH2:5][CH2:6]1, predict the reactants needed to synthesize it. The reactants are: [N:1]1([CH2:7][CH2:8][O:9][C:10]2[CH:30]=[CH:29][C:13]3[N:14]4[CH:19]=[C:18]([C:20]5[CH:25]=[CH:24][C:23]([N+:26]([O-])=O)=[CH:22][CH:21]=5)[N:17]=[C:15]4[S:16][C:12]=3[CH:11]=2)[CH2:6][CH2:5][O:4][CH2:3][CH2:2]1.CO.[H][H]. (5) Given the product [O:1]=[C:2]1[NH:6][C:5]2[CH:7]=[CH:8][C:9]([CH:11]([CH3:17])[C:12]([OH:14])=[O:13])=[CH:10][C:4]=2[O:3]1, predict the reactants needed to synthesize it. The reactants are: [O:1]=[C:2]1[NH:6][C:5]2[CH:7]=[CH:8][C:9]([CH:11]([CH3:17])[C:12]([O:14]CC)=[O:13])=[CH:10][C:4]=2[O:3]1.[OH-].[Na+].O.C(O)(=O)C. (6) The reactants are: [Si:1]([O:8][CH2:9][C@@H:10]([C:12]1[CH:13]=[N:14][C:15]([CH:18]([F:20])[F:19])=[CH:16][CH:17]=1)[OH:11])([C:4]([CH3:7])([CH3:6])[CH3:5])([CH3:3])[CH3:2].[CH3:21][S:22](Cl)(=[O:24])=[O:23].CCN(CC)CC.O. Given the product [CH3:21][S:22]([O:11][C@H:10]([C:12]1[CH:13]=[N:14][C:15]([CH:18]([F:20])[F:19])=[CH:16][CH:17]=1)[CH2:9][O:8][Si:1]([C:4]([CH3:7])([CH3:6])[CH3:5])([CH3:3])[CH3:2])(=[O:24])=[O:23], predict the reactants needed to synthesize it.